Dataset: Full USPTO retrosynthesis dataset with 1.9M reactions from patents (1976-2016). Task: Predict the reactants needed to synthesize the given product. Given the product [Br:1][C:2]1[C:3]2[N:4]([C:8]([CH:20]=[O:21])=[C:9]([CH2:11][CH3:12])[N:10]=2)[CH:5]=[N:6][CH:7]=1, predict the reactants needed to synthesize it. The reactants are: [Br:1][C:2]1[C:3]2[N:4]([CH:8]=[C:9]([CH2:11][CH3:12])[N:10]=2)[CH:5]=[N:6][CH:7]=1.P(Cl)(Cl)(Cl)=O.CN(C)[CH:20]=[O:21].